Task: Predict the reaction yield, written as a fraction of the theoretical maximum amount of product (1.0 means a 100% yield; for example, 0.34 means a 34% yield).. Dataset: Reaction yield outcomes from USPTO patents with 853,638 reactions The reactants are [C:1]([CH:3]([CH:9]([CH3:11])[CH3:10])[C:4]([O:6]CC)=O)#[N:2].[CH2:12]([NH:14][C:15]([NH2:17])=[O:16])[CH3:13].C[O-].[Na+].Cl. The catalyst is CO.O. The product is [CH2:12]([N:14]1[C:1]([NH2:2])=[C:3]([CH:9]([CH3:10])[CH3:11])[C:4](=[O:6])[NH:17][C:15]1=[O:16])[CH3:13]. The yield is 0.600.